From a dataset of Full USPTO retrosynthesis dataset with 1.9M reactions from patents (1976-2016). Predict the reactants needed to synthesize the given product. (1) Given the product [Cl:1][C:2]1[CH:3]=[CH:4][C:5]([N:17]2[CH:21]=[N:20][N:19]=[N:18]2)=[C:6]([CH:16]=1)[CH2:7][NH:8][C:9]([C@H:39]1[N:35]([C:33](=[O:34])[C@@H:32]([C:29]2[CH:30]=[CH:31][C:26]([F:25])=[CH:27][CH:28]=2)[OH:43])[N:36]=[CH:37][CH2:38]1)=[O:15], predict the reactants needed to synthesize it. The reactants are: [Cl:1][C:2]1[CH:3]=[CH:4][C:5]([N:17]2[CH:21]=[N:20][N:19]=[N:18]2)=[C:6]([CH:16]=1)[CH2:7][NH:8][C:9](=[O:15])OC(C)(C)C.Cl.[OH-].[Na+].[F:25][C:26]1[CH:31]=[CH:30][C:29]([C@@H:32]([OH:43])[C:33]([N:35]2[C@H:39](C(O)=O)[CH2:38][CH:37]=[N:36]2)=[O:34])=[CH:28][CH:27]=1.CN1CCOCC1.CN(C(ON1N=NC2C=CC=CC1=2)=[N+](C)C)C.[B-](F)(F)(F)F. (2) Given the product [CH3:29][CH:28]([CH3:30])[C@H:20]([NH:19][C:11](=[O:13])[C:10]1[CH:9]=[CH:8][C:7]([B:5]2[O:4][C:3]([CH3:17])([CH3:16])[C:2]([CH3:1])([CH3:18])[O:6]2)=[CH:15][CH:14]=1)[C:21]([O:23][C:24]([CH3:27])([CH3:26])[CH3:25])=[O:22], predict the reactants needed to synthesize it. The reactants are: [CH3:1][C:2]1([CH3:18])[O:6][B:5]([C:7]2[CH:15]=[CH:14][C:10]([C:11]([OH:13])=O)=[CH:9][CH:8]=2)[O:4][C:3]1([CH3:17])[CH3:16].[NH2:19][C@@H:20]([CH:28]([CH3:30])[CH3:29])[C:21]([O:23][C:24]([CH3:27])([CH3:26])[CH3:25])=[O:22].CN(C(ON1N=NC2C=CC=NC1=2)=[N+](C)C)C.F[P-](F)(F)(F)(F)F.CCN(C(C)C)C(C)C. (3) Given the product [CH3:2][O:3][N:4]([CH3:5])[C:6]([CH:9]1[CH:11]([CH3:12])[CH:10]1[C:13]([O:15][CH3:16])=[O:14])=[O:7], predict the reactants needed to synthesize it. The reactants are: Cl.[CH3:2][O:3][NH:4][CH3:5].[C:6]([CH:9]1[CH:11]([CH3:12])[CH:10]1[C:13]([O:15][CH3:16])=[O:14])(Cl)=[O:7].N1C=CC=CC=1. (4) The reactants are: [C:1]1(=[O:8])[O:7][CH2:6][CH2:5][CH2:4][CH2:3][CH2:2]1.[CH2:9]1[O:16][C:14](=[O:15])[CH2:13][O:12][C:10]1=[O:11].C(O)(=O)CO. Given the product [C:1]1(=[O:8])[O:7][CH2:6][CH2:5][CH2:4][CH2:3][CH2:2]1.[CH2:9]1[O:16][C:14](=[O:15])[CH2:13][O:12][C:10]1=[O:11], predict the reactants needed to synthesize it. (5) Given the product [C:20]([O:19][C:17]([N:15]1[CH2:16][CH:13]([CH2:12][N:6]2[CH:5]=[C:4]3[C:8]([CH:9]=[C:10]([CH3:11])[C:2]([C:38]([O:37][CH3:41])=[O:25])=[CH:3]3)=[N:7]2)[CH2:14]1)=[O:18])([CH3:23])([CH3:22])[CH3:21], predict the reactants needed to synthesize it. The reactants are: Br[C:2]1[C:10]([CH3:11])=[CH:9][C:8]2[C:4](=[CH:5][N:6]([CH2:12][CH:13]3[CH2:16][N:15]([C:17]([O:19][C:20]([CH3:23])([CH3:22])[CH3:21])=[O:18])[CH2:14]3)[N:7]=2)[CH:3]=1.C[OH:25].C1CCN2C(=NCCC2)CC1.[O:37]1[CH2:41]CC[CH2:38]1. (6) Given the product [Cl:12][C:9]1[CH:10]=[CH:11][C:2]([C:14]#[C:13][Si:15]([CH3:18])([CH3:17])[CH3:16])=[C:3]([CH:8]=1)[C:4]([O:6][CH3:7])=[O:5], predict the reactants needed to synthesize it. The reactants are: Br[C:2]1[CH:11]=[CH:10][C:9]([Cl:12])=[CH:8][C:3]=1[C:4]([O:6][CH3:7])=[O:5].[C:13]([Si:15]([CH3:18])([CH3:17])[CH3:16])#[CH:14].